This data is from CYP2D6 substrate classification data from Carbon-Mangels et al.. The task is: Regression/Classification. Given a drug SMILES string, predict its absorption, distribution, metabolism, or excretion properties. Task type varies by dataset: regression for continuous measurements (e.g., permeability, clearance, half-life) or binary classification for categorical outcomes (e.g., BBB penetration, CYP inhibition). Dataset: cyp2d6_substrate_carbonmangels. (1) The drug is OC(O)C(Cl)(Cl)Cl. The result is 0 (non-substrate). (2) The compound is COC(=O)[C@H]1[C@H]2C[C@@H]3c4[nH]c5cc(OC)ccc5c4CCN3C[C@H]2C[C@@H](OC(=O)c2cc(OC)c(OC)c(OC)c2)[C@@H]1OC. The result is 0 (non-substrate). (3) The molecule is CN(C)[C@@H]1C(O)=C(C(N)=O)C(=O)[C@@]2(O)C(O)=C3C(=O)c4c(O)cccc4[C@@](C)(O)[C@H]3C[C@@H]12. The result is 0 (non-substrate). (4) The compound is Oc1nc2cc(Cl)ccc2o1. The result is 1 (substrate). (5) The molecule is O=C1CN=C(c2ccccn2)c2cc(Br)ccc2N1. The result is 0 (non-substrate).